Dataset: Forward reaction prediction with 1.9M reactions from USPTO patents (1976-2016). Task: Predict the product of the given reaction. (1) The product is: [Cl:1][C:8]1[C:17]2[C:12](=[CH:13][CH:14]=[N:15][CH:16]=2)[CH:11]=[C:10]([C:18]2[CH:23]=[CH:22][CH:21]=[CH:20][CH:19]=2)[N:9]=1. Given the reactants [ClH:1].C([O-])(O)=O.[Na+].O[C:8]1[C:17]2[C:12](=[CH:13][CH:14]=[N:15][CH:16]=2)[CH:11]=[C:10]([C:18]2[CH:23]=[CH:22][CH:21]=[CH:20][CH:19]=2)[N:9]=1, predict the reaction product. (2) Given the reactants [NH2:1][C:2]1[CH:3]=[C:4]2[C:24](=[CH:25][CH:26]=1)[O:23][C:22]([CH3:28])([CH3:27])[C:18]1([CH2:21][O:20][CH2:19]1)[C@@:5]12[CH2:9][O:8][C:7]([NH:10][C:11](=[O:17])[O:12][C:13]([CH3:16])([CH3:15])[CH3:14])=[N:6]1.[Cl:29][C:30]1[CH:31]=[CH:32][C:33]([C:36](O)=[O:37])=[N:34][CH:35]=1.Cl.CN(C)CCCN=C=NCC.ON1C2C=CC=CC=2N=N1.C(N(CC)C(C)C)(C)C, predict the reaction product. The product is: [Cl:29][C:30]1[CH:31]=[CH:32][C:33]([C:36]([NH:1][C:2]2[CH:3]=[C:4]3[C:24](=[CH:25][CH:26]=2)[O:23][C:22]([CH3:28])([CH3:27])[C:18]2([CH2:21][O:20][CH2:19]2)[C@@:5]23[CH2:9][O:8][C:7]([NH:10][C:11](=[O:17])[O:12][C:13]([CH3:16])([CH3:14])[CH3:15])=[N:6]2)=[O:37])=[N:34][CH:35]=1. (3) Given the reactants [CH2:1]([O:3][C:4](=[O:22])[CH2:5][C:6]1[CH:7]=[C:8]([C:13]2[CH:18]=[CH:17][C:16]([F:19])=[CH:15][C:14]=2[CH:20]=O)[CH:9]=[C:10]([Cl:12])[CH:11]=1)[CH3:2].[CH2:23]([NH2:25])[CH3:24], predict the reaction product. The product is: [CH2:1]([O:3][C:4](=[O:22])[CH2:5][C:6]1[CH:7]=[C:8]([C:13]2[CH:18]=[CH:17][C:16]([F:19])=[CH:15][C:14]=2[CH2:20][NH:25][CH2:23][CH3:24])[CH:9]=[C:10]([Cl:12])[CH:11]=1)[CH3:2]. (4) Given the reactants CC(C)([O-])C.[Na+].CN(C)C=O.[CH2:12]([OH:19])[C:13]1[CH:18]=[CH:17][CH:16]=[CH:15][CH:14]=1.F[C:21]1[CH:22]=[CH:23][C:24]([N+:29]([O-:31])=[O:30])=[C:25]([CH:28]=1)[NH:26][CH3:27], predict the reaction product. The product is: [CH2:12]([O:19][C:21]1[CH:22]=[CH:23][C:24]([N+:29]([O-:31])=[O:30])=[C:25]([CH:28]=1)[NH:26][CH3:27])[C:13]1[CH:18]=[CH:17][CH:16]=[CH:15][CH:14]=1.